From a dataset of Catalyst prediction with 721,799 reactions and 888 catalyst types from USPTO. Predict which catalyst facilitates the given reaction. (1) Reactant: [N:1]#N.[C:3]([OH:9])([C:5]([F:8])([F:7])[F:6])=[O:4]. Product: [C:3]([OH:9])([C:5]([F:8])([F:7])[F:6])=[O:4].[C:3](#[N:1])[CH3:5].[C:3]([OH:9])([C:5]([F:8])([F:7])[F:6])=[O:4]. The catalyst class is: 2. (2) Reactant: [N:1]1[CH:6]=[CH:5][CH:4]=[CH:3][C:2]=1[CH:7]1[O:12][CH2:11][CH2:10][NH:9][CH2:8]1.C(N(CC)CC)C.Cl[C:21]1[N:26]=[C:25]([NH2:27])[C:24]([N+:28]([O-:30])=[O:29])=[CH:23][CH:22]=1. Product: [N+:28]([C:24]1[C:25]([NH2:27])=[N:26][C:21]([N:9]2[CH2:10][CH2:11][O:12][CH:7]([C:2]3[CH:3]=[CH:4][CH:5]=[CH:6][N:1]=3)[CH2:8]2)=[CH:22][CH:23]=1)([O-:30])=[O:29]. The catalyst class is: 16. (3) Reactant: [CH3:1][C@:2]12[C@H:60]3[CH2:61][C@H:58]([C:59]3([CH3:63])[CH3:62])[CH2:57][C@H:3]1[O:4][B:5]([C@@H:7]([NH:10][C:11]([C@H:13]1[N:17]3[C:18](=[O:44])[C:19]([N:22](C(OCC4C=CC=CC=4)=O)[CH2:23][C:24]4[CH:29]=[CH:28][CH:27]=[C:26]([C:30]([F:33])([F:32])[F:31])[CH:25]=4)=[CH:20][N:21]=[C:16]3[C@@:15]([CH2:46][C:47]([O:49]CC3C=CC=CC=3)=[O:48])([CH3:45])[CH2:14]1)=[O:12])[CH2:8][CH3:9])[O:6]2. Product: [CH3:1][C@:2]12[C@H:60]3[CH2:61][C@H:58]([C:59]3([CH3:62])[CH3:63])[CH2:57][C@H:3]1[O:4][B:5]([C@@H:7]([NH:10][C:11]([C@H:13]1[N:17]3[C:18](=[O:44])[C:19]([NH:22][CH2:23][C:24]4[CH:29]=[CH:28][CH:27]=[C:26]([C:30]([F:32])([F:31])[F:33])[CH:25]=4)=[CH:20][N:21]=[C:16]3[C@@:15]([CH2:46][C:47]([OH:49])=[O:48])([CH3:45])[CH2:14]1)=[O:12])[CH2:8][CH3:9])[O:6]2. The catalyst class is: 19. (4) Reactant: [OH:1][C:2]1[CH:10]=[CH:9][CH:8]=[C:7]2[C:3]=1[CH2:4][CH2:5][C:6]2=[O:11].[C:12](=O)([O-])[O-].[K+].[K+].CI. Product: [CH3:12][O:1][C:2]1[CH:10]=[CH:9][CH:8]=[C:7]2[C:3]=1[CH2:4][CH2:5][C:6]2=[O:11]. The catalyst class is: 21. (5) Reactant: [F:1][C:2]([F:10])([F:9])[C:3]1[N:4]=[C:5]([NH2:8])[O:6][CH:7]=1.N1C=CC=CC=1.Cl[C:18](OC1C=CC=CC=1)=[O:19].[CH3:27][N:28]1[C:36]2[C:35]([O:37][C:38]3[CH:44]=[CH:43][C:41]([NH2:42])=[CH:40][CH:39]=3)=[N:34][CH:33]=[N:32][C:31]=2[CH:30]=[CH:29]1. Product: [CH3:27][N:28]1[C:36]2[C:35]([O:37][C:38]3[CH:44]=[CH:43][C:41]([NH:42][C:18]([NH:8][C:5]4[O:6][CH:7]=[C:3]([C:2]([F:10])([F:9])[F:1])[N:4]=4)=[O:19])=[CH:40][CH:39]=3)=[N:34][CH:33]=[N:32][C:31]=2[CH:30]=[CH:29]1. The catalyst class is: 80. (6) Reactant: [N:1]1[CH:6]=[CH:5][CH:4]=[CH:3][C:2]=1[C:7]([NH:9][C:10]1[C:11]([C:21]([OH:23])=O)=[N:12][N:13]([CH:15]2[CH2:20][CH2:19][CH2:18][CH2:17][O:16]2)[CH:14]=1)=[O:8].[CH3:24][CH2:25][N:26]=C=NCCCN(C)C.[CH:35]1[CH:36]=[CH:37][C:38]2N(O)N=[N:41][C:39]=2C=1.C([N:47](CC)CC)C.C(=O)([O-])O.[Na+]. Product: [N:47]1[CH:35]=[CH:36][CH:37]=[CH:38][C:39]=1[NH:41][CH2:24][CH2:25][NH:26][C:21]([C:11]1[C:10]([NH:9][C:7]([C:2]2[CH:3]=[CH:4][CH:5]=[CH:6][N:1]=2)=[O:8])=[CH:14][N:13]([CH:15]2[CH2:20][CH2:19][CH2:18][CH2:17][O:16]2)[N:12]=1)=[O:23]. The catalyst class is: 3. (7) Reactant: C(NC(C)C)(C)C.C([Li])CCC.[CH3:13][O:14][C:15]([CH:17]1[CH2:21][CH2:20][CH2:19][CH2:18]1)=[O:16].[Br:22][CH2:23][CH2:24]Br.[Cl-].[NH4+]. Product: [CH3:13][O:14][C:15]([C:17]1([CH2:24][CH2:23][Br:22])[CH2:21][CH2:20][CH2:19][CH2:18]1)=[O:16]. The catalyst class is: 1. (8) Product: [O:1]=[C:2]1[N:6]([C:34]([O:36][C:37]([CH3:40])([CH3:39])[CH3:38])=[O:35])[CH:5]2[C:7]3[C:12]([CH2:13][CH:4]2[CH2:3]1)=[CH:11][CH:10]=[C:9]([C:14]([O:16][CH3:17])=[O:15])[CH:8]=3. The catalyst class is: 115. Reactant: [O:1]=[C:2]1[NH:6][CH:5]2[C:7]3[C:12]([CH2:13][CH:4]2[CH2:3]1)=[CH:11][CH:10]=[C:9]([C:14]([O:16][CH3:17])=[O:15])[CH:8]=3.CN(C1C=CC=CN=1)C.C(N(CC)CC)C.[C:34](O[C:34]([O:36][C:37]([CH3:40])([CH3:39])[CH3:38])=[O:35])([O:36][C:37]([CH3:40])([CH3:39])[CH3:38])=[O:35]. (9) Reactant: [NH2:1][C:2]1[C:7]([C:8](=[O:10])[NH2:9])=[CH:6][CH:5]=[CH:4][C:3]=1[NH:11][C:12]([CH:14]1[CH2:23][CH2:22][C:21]2[C:16](=[CH:17][CH:18]=[CH:19][CH:20]=2)[N:15]1[C:24]([O:26]CC1C=CC=CC=1)=[O:25])=O. Product: [C:8]([C:7]1[C:2]2[N:1]=[C:12]([CH:14]3[CH2:23][CH2:22][C:21]4[C:16](=[CH:17][CH:18]=[CH:19][CH:20]=4)[N:15]3[C:24]([O:26][C:7]([CH3:8])([CH3:2])[CH3:6])=[O:25])[NH:11][C:3]=2[CH:4]=[CH:5][CH:6]=1)(=[O:10])[NH2:9]. The catalyst class is: 15.